This data is from Full USPTO retrosynthesis dataset with 1.9M reactions from patents (1976-2016). The task is: Predict the reactants needed to synthesize the given product. (1) Given the product [CH3:1][O:2][C:3](=[O:11])[C:4]1[C:9]([Br:19])=[CH:8][N:7]=[C:6]([NH2:10])[CH:5]=1, predict the reactants needed to synthesize it. The reactants are: [CH3:1][O:2][C:3](=[O:11])[C:4]1[CH:9]=[CH:8][N:7]=[C:6]([NH2:10])[CH:5]=1.C1C(=O)N([Br:19])C(=O)C1. (2) Given the product [F:1][C:2]1[CH:3]=[CH:4][C:5]([CH2:6][CH:7]2[CH2:8][CH2:9][N:10]([C:26](=[O:27])[C:25]([NH:24][C:20]3[CH:21]=[CH:22][CH:23]=[C:18]([N+:15]([O-:17])=[O:16])[CH:19]=3)=[O:29])[CH2:11][CH2:12]2)=[CH:13][CH:14]=1, predict the reactants needed to synthesize it. The reactants are: [F:1][C:2]1[CH:14]=[CH:13][C:5]([CH2:6][CH:7]2[CH2:12][CH2:11][NH:10][CH2:9][CH2:8]2)=[CH:4][CH:3]=1.[N+:15]([C:18]1[CH:19]=[C:20]([NH:24][C:25](=[O:29])[C:26](O)=[O:27])[CH:21]=[CH:22][CH:23]=1)([O-:17])=[O:16]. (3) The reactants are: [C:1](Cl)(=[O:3])[CH3:2].[NH2:5][C:6]1[N:10]([C:11]2[C:16]([Cl:17])=[CH:15][C:14]([C:18]([F:21])([F:20])[F:19])=[CH:13][C:12]=2[Cl:22])[N:9]=[C:8]([CH:23]=[N:24][OH:25])[C:7]=1[S:26]([CH3:28])=[O:27].C(N(CC)CC)C. Given the product [C:1]([O:25][N:24]=[CH:23][C:8]1[C:7]([S:26]([CH3:28])=[O:27])=[C:6]([NH2:5])[N:10]([C:11]2[C:16]([Cl:17])=[CH:15][C:14]([C:18]([F:21])([F:20])[F:19])=[CH:13][C:12]=2[Cl:22])[N:9]=1)(=[O:3])[CH3:2], predict the reactants needed to synthesize it. (4) Given the product [CH3:1][N:2]([CH3:22])[CH:3]1[CH2:8][CH2:7][CH:6]([NH2:9])[C:5]([CH3:20])([CH3:21])[CH2:4]1, predict the reactants needed to synthesize it. The reactants are: [CH3:1][N:2]([CH3:22])[CH:3]1[CH2:8][CH2:7][CH:6]([NH:9]C(=O)OCC2C=CC=CC=2)[C:5]([CH3:21])([CH3:20])[CH2:4]1. (5) Given the product [C:1]([C:3]1[CH:4]=[C:5]([N:9]([CH2:16][C:17]2[CH:22]=[CH:21][N:20]=[CH:19][CH:18]=2)[C:10](=[O:13])[CH2:11][CH3:12])[CH:6]=[CH:7][CH:8]=1)#[N:2], predict the reactants needed to synthesize it. The reactants are: [C:1]([C:3]1[CH:4]=[C:5]([NH:9][C:10](=[O:13])[CH2:11][CH3:12])[CH:6]=[CH:7][CH:8]=1)#[N:2].Br.Br[CH2:16][C:17]1[CH:22]=[CH:21][N:20]=[CH:19][CH:18]=1. (6) Given the product [F:9][C:10]1[CH:18]=[CH:17][C:16]2[NH:15][C:14]3[CH:28]=[CH:29][N:30]([C:33]4[CH:34]=[N:35][CH:36]=[CH:37][C:38]=4[C:39]([F:41])([F:40])[F:42])[C:31](=[O:32])[C:13]=3[C:12]=2[CH:11]=1, predict the reactants needed to synthesize it. The reactants are: C1(OC)C=CC=CC=1.[F:9][C:10]1[CH:18]=[CH:17][C:16]2[N:15](CC3C=CC(OC)=CC=3)[C:14]3[CH:28]=[CH:29][N:30]([C:33]4[CH:34]=[N:35][CH:36]=[CH:37][C:38]=4[C:39]([F:42])([F:41])[F:40])[C:31](=[O:32])[C:13]=3[C:12]=2[CH:11]=1.C(OCC)(=O)C. (7) The reactants are: [F:1][C:2]1[C:3]([NH:17][C:18]([C:20]2[N:24]([CH3:25])[N:23]=[CH:22][C:21]=2[C:26](O)=[O:27])=[O:19])=[CH:4][C:5]2[N:6]([N:8]=[C:9]([C:11]3[CH:16]=[CH:15][CH:14]=[CH:13][CH:12]=3)[N:10]=2)[CH:7]=1.[NH:29]1[CH2:34][CH2:33][O:32][CH2:31][CH2:30]1.CCCP(=O)=O.C(N(C(C)C)CC)(C)C. Given the product [F:1][C:2]1[C:3]([NH:17][C:18]([C:20]2[N:24]([CH3:25])[N:23]=[CH:22][C:21]=2[C:26]([N:29]2[CH2:34][CH2:33][O:32][CH2:31][CH2:30]2)=[O:27])=[O:19])=[CH:4][C:5]2[N:6]([N:8]=[C:9]([C:11]3[CH:16]=[CH:15][CH:14]=[CH:13][CH:12]=3)[N:10]=2)[CH:7]=1, predict the reactants needed to synthesize it.